This data is from Reaction yield outcomes from USPTO patents with 853,638 reactions. The task is: Predict the reaction yield, written as a fraction of the theoretical maximum amount of product (1.0 means a 100% yield; for example, 0.34 means a 34% yield). (1) The reactants are [CH3:1][O:2][C:3]1[CH:4]=[C:5]([CH:30]=[CH:31][C:32]=1[O:33][CH2:34][C:35]1[CH:36]=[N:37][C:38]([O:41][CH3:42])=[CH:39][CH:40]=1)[CH2:6][N:7]1[C:11]2[CH:12]=[CH:13][C:14]([N:16]3[CH2:21][CH2:20][CH:19]([NH:22]C(=O)OC(C)(C)C)[CH2:18][CH2:17]3)=[CH:15][C:10]=2[N:9]=[CH:8]1.FC(F)(F)C(O)=O. The catalyst is ClCCl. The product is [CH3:1][O:2][C:3]1[CH:4]=[C:5]([CH:30]=[CH:31][C:32]=1[O:33][CH2:34][C:35]1[CH:36]=[N:37][C:38]([O:41][CH3:42])=[CH:39][CH:40]=1)[CH2:6][N:7]1[C:11]2[CH:12]=[CH:13][C:14]([N:16]3[CH2:21][CH2:20][CH:19]([NH2:22])[CH2:18][CH2:17]3)=[CH:15][C:10]=2[N:9]=[CH:8]1. The yield is 0.620. (2) The reactants are [CH3:1][O:2][C:3](=[O:39])[CH2:4][CH:5]([OH:38])[CH2:6][CH:7]([OH:37])[CH:8]=[CH:9][C:10]1[N:11]([C:30]2[CH:35]=[CH:34][C:33]([F:36])=[CH:32][CH:31]=2)[N:12]=[C:13]([C:18](=[O:29])[N:19]([CH3:28])[CH2:20][C:21]2[CH:26]=[CH:25][CH:24]=[CH:23][C:22]=2[CH3:27])[C:14]=1[CH:15]([CH3:17])[CH3:16]. The catalyst is CO.[Pd]. The product is [CH3:1][O:2][C:3](=[O:39])[CH2:4][CH:5]([OH:38])[CH2:6][CH:7]([OH:37])[CH2:8][CH2:9][C:10]1[N:11]([C:30]2[CH:31]=[CH:32][C:33]([F:36])=[CH:34][CH:35]=2)[N:12]=[C:13]([C:18](=[O:29])[N:19]([CH3:28])[CH2:20][C:21]2[CH:26]=[CH:25][CH:24]=[CH:23][C:22]=2[CH3:27])[C:14]=1[CH:15]([CH3:16])[CH3:17]. The yield is 0.660. (3) The reactants are [N:1]1[CH:6]=[CH:5][CH:4]=[C:3](/[C:7](/[CH3:14])=[CH:8]/[C:9]([O:11][CH2:12][CH3:13])=[O:10])[CH:2]=1. The catalyst is [Pd].CCO. The product is [N:1]1[CH:6]=[CH:5][CH:4]=[C:3]([CH:7]([CH3:14])[CH2:8][C:9]([O:11][CH2:12][CH3:13])=[O:10])[CH:2]=1. The yield is 1.00. (4) The reactants are [F:1][C:2]([F:18])([F:17])[C:3](=O)[C:4]([C:9]1[CH:14]=[CH:13][C:12]([F:15])=[CH:11][CH:10]=1)=[CH:5][C:6](O)=[O:7].O.[NH2:20][NH2:21]. The catalyst is C(O)C.C(O)(=O)C.ClCCl. The product is [F:15][C:12]1[CH:13]=[CH:14][C:9]([C:4]2[C:3]([C:2]([F:18])([F:17])[F:1])=[N:21][NH:20][C:6](=[O:7])[CH:5]=2)=[CH:10][CH:11]=1. The yield is 0.700. (5) The reactants are [CH2:1]([O:3][C:4]([C:6]1[O:7][C:8]2[CH:15]=[CH:14][CH:13]=[C:12]([NH2:16])[C:9]=2[C:10]=1[CH3:11])=[O:5])[CH3:2].[C:17]1([S:23](Cl)(=[O:25])=[O:24])[CH:22]=[CH:21][CH:20]=[CH:19][CH:18]=1. No catalyst specified. The product is [CH2:1]([O:3][C:4]([C:6]1[O:7][C:8]2[CH:15]=[CH:14][CH:13]=[C:12]([NH:16][S:23]([C:17]3[CH:22]=[CH:21][CH:20]=[CH:19][CH:18]=3)(=[O:25])=[O:24])[C:9]=2[C:10]=1[CH3:11])=[O:5])[CH3:2]. The yield is 0.830. (6) The reactants are C([O:3][C:4](=[O:24])[CH2:5][CH:6]1[O:10][B:9]([OH:11])[C:8]2[CH:12]=[C:13]([O:16][C:17]3[CH:22]=[CH:21][N:20]=[C:19]([Cl:23])[CH:18]=3)[CH:14]=[CH:15][C:7]1=2)C.[Li+].[OH-].Cl. The catalyst is C1COCC1.O. The product is [Cl:23][C:19]1[CH:18]=[C:17]([O:16][C:13]2[CH:14]=[CH:15][C:7]3[CH:6]([CH2:5][C:4]([OH:24])=[O:3])[O:10][B:9]([OH:11])[C:8]=3[CH:12]=2)[CH:22]=[CH:21][N:20]=1. The yield is 0.900. (7) The reactants are [CH3:1][O:2][C:3](=[O:16])[C@H:4]([CH2:6][NH:7][C:8](=[O:15])[C:9]1[CH:14]=[CH:13][CH:12]=[CH:11][CH:10]=1)[NH2:5].[Cl:17][C:18]1[CH:26]=[C:25]([C:27]([NH:29][CH2:30][C:31]2[CH:39]=[CH:38][CH:37]=[C:36]3[C:32]=2[CH:33]=[CH:34][NH:35]3)=[O:28])[CH:24]=[CH:23][C:19]=1[C:20](O)=[O:21].C1C=CC2N(O)N=NC=2C=1.CCN=C=NCCCN(C)C. The catalyst is CN(C=O)C.O. The product is [CH3:1][O:2][C:3](=[O:16])[C@H:4]([CH2:6][NH:7][C:8](=[O:15])[C:9]1[CH:14]=[CH:13][CH:12]=[CH:11][CH:10]=1)[NH:5][C:20](=[O:21])[C:19]1[CH:23]=[CH:24][C:25]([C:27]([NH:29][CH2:30][C:31]2[CH:39]=[CH:38][CH:37]=[C:36]3[C:32]=2[CH:33]=[CH:34][NH:35]3)=[O:28])=[CH:26][C:18]=1[Cl:17]. The yield is 0.470. (8) The reactants are [N+:1]([O-:4])(O)=[O:2].[F:5][C:6]1[CH:7]=[C:8]([Br:13])[CH:9]=[CH:10][C:11]=1[F:12]. The catalyst is OS(O)(=O)=O. The product is [Br:13][C:8]1[CH:7]=[C:6]([F:5])[C:11]([F:12])=[CH:10][C:9]=1[N+:1]([O-:4])=[O:2]. The yield is 0.970.